The task is: Predict which catalyst facilitates the given reaction.. This data is from Catalyst prediction with 721,799 reactions and 888 catalyst types from USPTO. (1) Product: [CH2:1]([N:4]1[C:12](=[O:13])[C:11](=[O:15])[N:6]([CH2:7][CH:8]=[CH2:9])[C:5]1=[O:10])[CH:2]=[CH2:3]. Reactant: [CH2:1]([NH:4][C:5](=[O:10])[NH:6][CH2:7][CH:8]=[CH2:9])[CH:2]=[CH2:3].[C:11](Cl)(=[O:15])[C:12](Cl)=[O:13]. The catalyst class is: 4. (2) Reactant: [NH2:1][C:2]1[CH:12]=[C:11]([O:13][CH2:14][CH2:15][O:16][CH3:17])[C:10]([O:18][CH2:19][CH2:20][O:21][CH3:22])=[CH:9][C:3]=1[C:4](OCC)=[O:5].[CH:23]([O-])([O-])OC.C([O-])(=O)C.[NH4+:32]. Product: [CH3:22][O:21][CH2:20][CH2:19][O:18][C:10]1[CH:9]=[C:3]2[C:2](=[CH:12][C:11]=1[O:13][CH2:14][CH2:15][O:16][CH3:17])[N:1]=[CH:23][NH:32][C:4]2=[O:5]. The catalyst class is: 5. (3) Reactant: Cl[C:2]1[C:8]2[CH:9]=[CH:10][CH:11]=[CH:12][C:7]=2[O:6][C:5]2[CH:13]=[CH:14][CH:15]=[CH:16][C:4]=2[N:3]=1.[C:17]1([Mg]Cl)[CH:22]=[CH:21][CH:20]=[CH:19][CH:18]=1. Product: [C:17]1([C:2]2[C:8]3[CH:9]=[CH:10][CH:11]=[CH:12][C:7]=3[O:6][C:5]3[CH:13]=[CH:14][CH:15]=[CH:16][C:4]=3[N:3]=2)[CH:22]=[CH:21][CH:20]=[CH:19][CH:18]=1. The catalyst class is: 28. (4) Reactant: Cl[C:2]1[C:3]2[N:4]([N:8]=[C:9]([NH:11][C:12]3[CH:17]=[CH:16][CH:15]=[C:14]([C:18]([F:21])([F:20])[F:19])[CH:13]=3)[N:10]=2)[CH:5]=[CH:6][N:7]=1.[Br-].[S:23]1[CH:27]=[CH:26][N:25]=[C:24]1[Zn+].C(=O)([O-])[O-].[Na+].[Na+]. Product: [S:23]1[C:27]([C:2]2[C:3]3[N:4]([N:8]=[C:9]([NH:11][C:12]4[CH:17]=[CH:16][CH:15]=[C:14]([C:18]([F:21])([F:20])[F:19])[CH:13]=4)[N:10]=3)[CH:5]=[CH:6][N:7]=2)=[CH:26][N:25]=[CH:24]1. The catalyst class is: 492. (5) Reactant: Cl[C:2]1[CH:11]=[CH:10][C:9]2[C:4](=[C:5]([NH2:16])[N:6]=[C:7]3[CH:15]=[CH:14][CH:13]=[CH:12][C:8]3=2)[N:3]=1.[F-:17].[K+].C1OCCOCCOCCOCCOCCOC1. Product: [F:17][C:2]1[CH:11]=[CH:10][C:9]2[C:4](=[C:5]([NH2:16])[N:6]=[C:7]3[CH:15]=[CH:14][CH:13]=[CH:12][C:8]3=2)[N:3]=1. The catalyst class is: 60. (6) Reactant: [Br:1][C:2]1[CH:3]=[C:4]([N+:9]([O-:11])=[O:10])[C:5]([NH2:8])=[N:6][CH:7]=1.[C:12](O[C:12]([O:14][C:15]([CH3:18])([CH3:17])[CH3:16])=[O:13])([O:14][C:15]([CH3:18])([CH3:17])[CH3:16])=[O:13]. Product: [Br:1][C:2]1[CH:3]=[C:4]([N+:9]([O-:11])=[O:10])[C:5]([NH:8][C:12](=[O:13])[O:14][C:15]([CH3:18])([CH3:17])[CH3:16])=[N:6][CH:7]=1. The catalyst class is: 230.